Dataset: Catalyst prediction with 721,799 reactions and 888 catalyst types from USPTO. Task: Predict which catalyst facilitates the given reaction. (1) Reactant: [OH:1][C:2]1[CH:11]=[C:10]2[C:5]([CH:6]=[CH:7][C:8]([C:12]([O:14][CH3:15])=[O:13])=[CH:9]2)=[CH:4][CH:3]=1.N1C=CC=CC=1.[F:22][C:23]([F:36])([F:35])[S:24](O[S:24]([C:23]([F:36])([F:35])[F:22])(=[O:26])=[O:25])(=[O:26])=[O:25]. Product: [F:22][C:23]([F:36])([F:35])[S:24]([O:1][C:2]1[CH:11]=[C:10]2[C:5]([CH:6]=[CH:7][C:8]([C:12]([O:14][CH3:15])=[O:13])=[CH:9]2)=[CH:4][CH:3]=1)(=[O:26])=[O:25]. The catalyst class is: 2. (2) The catalyst class is: 4. Reactant: [Br:1][C:2]1[CH:3]=[CH:4][C:5]2[S:9](=[O:11])(=[O:10])[N:8]([CH2:12][CH2:13][S:14][CH3:15])[CH:7]([CH3:16])[C:6]=2[CH:17]=1.C1C=C(Cl)C=C(C(OO)=[O:26])C=1. Product: [Br:1][C:2]1[CH:3]=[CH:4][C:5]2[S:9](=[O:11])(=[O:10])[N:8]([CH2:12][CH2:13][S:14]([CH3:15])=[O:26])[CH:7]([CH3:16])[C:6]=2[CH:17]=1. (3) Reactant: [OH-].[K+].[CH2:3]([O:10][C:11]1[C:12]([CH:21]2[C:29]3[C:24](=[CH:25][CH:26]=[CH:27][CH:28]=3)[N:23]([CH:30]([C:37]3[CH:42]=[CH:41][CH:40]=[CH:39][CH:38]=3)[C:31]3[CH:36]=[CH:35][CH:34]=[CH:33][CH:32]=3)[C:22]2=[O:43])=[CH:13][C:14]2[O:19][CH2:18][CH2:17][O:16][C:15]=2[CH:20]=1)[C:4]1[CH:9]=[CH:8][CH:7]=[CH:6][CH:5]=1.Cl[CH2:45][O:46][CH2:47][C:48]1[CH:53]=[CH:52][CH:51]=[CH:50][CH:49]=1.Cl. Product: [CH2:3]([O:10][C:11]1[C:12]([C@:21]2([CH2:45][O:46][CH2:47][C:48]3[CH:53]=[CH:52][CH:51]=[CH:50][CH:49]=3)[C:29]3[C:24](=[CH:25][CH:26]=[CH:27][CH:28]=3)[N:23]([CH:30]([C:37]3[CH:42]=[CH:41][CH:40]=[CH:39][CH:38]=3)[C:31]3[CH:32]=[CH:33][CH:34]=[CH:35][CH:36]=3)[C:22]2=[O:43])=[CH:13][C:14]2[O:19][CH2:18][CH2:17][O:16][C:15]=2[CH:20]=1)[C:4]1[CH:9]=[CH:8][CH:7]=[CH:6][CH:5]=1. The catalyst class is: 802. (4) Reactant: O.ON1C2C=CC=CC=2N=N1.[CH2:12]([O:14][C:15](=[O:19])[CH2:16][CH2:17][NH2:18])[CH3:13].Cl.CN(C)CCCN=C=NCC.[K+].[S:33]1[C:37]2[CH:38]=[CH:39][CH:40]=[CH:41][C:36]=2[N:35]=[C:34]1[O:42][C:43]1[CH:60]=[CH:59][C:46]([O:47][CH2:48][CH2:49][N:50]2[CH2:55][CH2:54][CH:53]([C:56]([O-])=[O:57])[CH2:52][CH2:51]2)=[CH:45][CH:44]=1. Product: [CH2:12]([O:14][C:15](=[O:19])[CH2:16][CH2:17][NH:18][C:56]([CH:53]1[CH2:52][CH2:51][N:50]([CH2:49][CH2:48][O:47][C:46]2[CH:45]=[CH:44][C:43]([O:42][C:34]3[S:33][C:37]4[CH:38]=[CH:39][CH:40]=[CH:41][C:36]=4[N:35]=3)=[CH:60][CH:59]=2)[CH2:55][CH2:54]1)=[O:57])[CH3:13]. The catalyst class is: 2. (5) Reactant: FC(F)(F)S(O[C:7]1[N:8]=[C:9]([CH3:21])[C:10]2[C:15]([CH:16]=1)=[CH:14][C:13]([O:17][CH3:18])=[C:12]([O:19][CH3:20])[CH:11]=2)(=O)=O.[C:24]1([CH3:33])[CH:29]=[CH:28][C:27](B(O)O)=[CH:26][CH:25]=1.C([O-])([O-])=O.[Na+].[Na+].CCOC(C)=O. Product: [CH3:18][O:17][C:13]1[CH:14]=[C:15]2[C:10](=[CH:11][C:12]=1[O:19][CH3:20])[C:9]([CH3:21])=[N:8][C:7]([C:27]1[CH:28]=[CH:29][C:24]([CH3:33])=[CH:25][CH:26]=1)=[CH:16]2. The catalyst class is: 11. (6) Reactant: Br[C:2]1[S:13][C:12]2[N:11]=[C:10]([CH3:14])[C:9]3[N:5]([C:6]([CH2:16][CH2:17][CH3:18])=[N:7][C:8]=3[CH3:15])[C:4]=2[N:3]=1.[CH3:19][O-:20].[Na+]. Product: [CH3:19][O:20][C:2]1[S:13][C:12]2[N:11]=[C:10]([CH3:14])[C:9]3[N:5]([C:6]([CH2:16][CH2:17][CH3:18])=[N:7][C:8]=3[CH3:15])[C:4]=2[N:3]=1. The catalyst class is: 5. (7) Reactant: [CH:1]1([N:7]2[CH2:11][CH2:10][CH:9]([CH2:12][C:13]3[CH:18]=[CH:17][CH:16]=[CH:15][C:14]=3[N+:19]([O-])=O)[C:8]2=[O:22])[CH2:6][CH2:5][CH2:4][CH2:3][CH2:2]1.O. Product: [NH2:19][C:14]1[CH:15]=[CH:16][CH:17]=[CH:18][C:13]=1[CH2:12][CH:9]1[CH2:10][CH2:11][N:7]([CH:1]2[CH2:2][CH2:3][CH2:4][CH2:5][CH2:6]2)[C:8]1=[O:22]. The catalyst class is: 349. (8) Reactant: C([O:3][CH:4]1[CH:8]([NH:9][C:10]([C@H:12]2[N:23]3[C@@H:16]([CH2:17][CH2:18][CH2:19][CH2:20][C@H:21]([NH:25][C:26](=[O:33])[C:27]4[CH:32]=[CH:31][CH:30]=[CH:29][CH:28]=4)[C:22]3=[O:24])[CH2:15][N:14]([C:34](=[O:36])[CH3:35])[CH2:13]2)=[O:11])[CH2:7][C:6](=[O:37])[O:5]1)C.FC(F)(F)C(O)=O. Product: [OH:3][CH:4]1[CH:8]([NH:9][C:10]([C@H:12]2[N:23]3[C@@H:16]([CH2:17][CH2:18][CH2:19][CH2:20][C@H:21]([NH:25][C:26](=[O:33])[C:27]4[CH:32]=[CH:31][CH:30]=[CH:29][CH:28]=4)[C:22]3=[O:24])[CH2:15][N:14]([C:34](=[O:36])[CH3:35])[CH2:13]2)=[O:11])[CH2:7][C:6](=[O:37])[O:5]1. The catalyst class is: 47.